From a dataset of Full USPTO retrosynthesis dataset with 1.9M reactions from patents (1976-2016). Predict the reactants needed to synthesize the given product. (1) Given the product [C:38]([C:35]1[N:34]=[CH:33][C:32]([NH:31][C:30]([N:15]2[CH2:16][CH2:17][CH:12]([O:11][C:10]3[CH:18]=[CH:19][C:7]([O:6][CH2:5][C:4]4[CH:20]=[CH:21][CH:22]=[C:2]([F:1])[CH:3]=4)=[CH:8][CH:9]=3)[CH2:13][CH2:14]2)=[O:29])=[CH:37][CH:36]=1)#[N:39], predict the reactants needed to synthesize it. The reactants are: [F:1][C:2]1[CH:3]=[C:4]([CH:20]=[CH:21][CH:22]=1)[CH2:5][O:6][C:7]1[CH:19]=[CH:18][C:10]([O:11][CH:12]2[CH2:17][CH2:16][NH:15][CH2:14][CH2:13]2)=[CH:9][CH:8]=1.C1([O:29][C:30](=O)[NH:31][C:32]2[CH:33]=[N:34][C:35]([C:38]#[N:39])=[CH:36][CH:37]=2)C=CC=CC=1. (2) Given the product [F:23][C:19]1[CH:18]=[CH:17][C:16]([CH2:15][O:14][C:11]2[CH:12]=[CH:13][C:8]([CH2:7][O:6][C:5](=[O:22])[O:4][CH:2]([Cl:1])[CH3:3])=[CH:9][CH:10]=2)=[CH:21][CH:20]=1, predict the reactants needed to synthesize it. The reactants are: [Cl:1][CH:2]([O:4][C:5](=[O:22])[O:6][CH2:7][C:8]1[CH:13]=[CH:12][C:11]([O:14][CH2:15][C:16]2[CH:21]=[CH:20][CH:19]=[CH:18][CH:17]=2)=[CH:10][CH:9]=1)[CH3:3].[F:23]C1C=CC(COC2C=CC(CO)=CC=2)=CC=1.ClC(OC(Cl)C)=O.